Dataset: Forward reaction prediction with 1.9M reactions from USPTO patents (1976-2016). Task: Predict the product of the given reaction. (1) Given the reactants [O:1]([C:8]1[CH:16]=[CH:15][CH:14]=[C:13]2[C:9]=1[CH:10]=[C:11]([C:17]([OH:19])=O)[NH:12]2)[C:2]1[CH:7]=[CH:6][CH:5]=[CH:4][CH:3]=1.Cl.Cl.Cl.[N:23]1([CH2:30][CH2:31][N:32]2[CH2:37][CH2:36][CH:35]([NH2:38])[CH2:34][CH2:33]2)[CH2:29][CH2:28][CH2:27][CH2:26][CH2:25][CH2:24]1, predict the reaction product. The product is: [N:23]1([CH2:30][CH2:31][N:32]2[CH2:33][CH2:34][CH:35]([NH:38][C:17]([C:11]3[NH:12][C:13]4[C:9]([CH:10]=3)=[C:8]([O:1][C:2]3[CH:3]=[CH:4][CH:5]=[CH:6][CH:7]=3)[CH:16]=[CH:15][CH:14]=4)=[O:19])[CH2:36][CH2:37]2)[CH2:29][CH2:28][CH2:27][CH2:26][CH2:25][CH2:24]1. (2) Given the reactants [CH3:1][C:2]1[C:7]([NH2:8])=[CH:6][CH:5]=[C:4]([N:9]2[CH2:13][CH2:12][C@H:11]([N:14]3[CH2:18][CH2:17][CH2:16][C@@H:15]3[CH3:19])[CH2:10]2)[N:3]=1.[O:20]1[CH2:25][CH2:24][CH:23]([C:26](O)=[O:27])[CH2:22][CH2:21]1.CN1CCOCC1.ON1C2C=CC=CC=2N=N1.CCN=C=NCCCN(C)C.Cl.Cl, predict the reaction product. The product is: [CH3:1][C:2]1[C:7]([NH:8][C:26]([CH:23]2[CH2:24][CH2:25][O:20][CH2:21][CH2:22]2)=[O:27])=[CH:6][CH:5]=[C:4]([N:9]2[CH2:13][CH2:12][C@H:11]([N:14]3[CH2:18][CH2:17][CH2:16][C@@H:15]3[CH3:19])[CH2:10]2)[N:3]=1.